From a dataset of Merck oncology drug combination screen with 23,052 pairs across 39 cell lines. Regression. Given two drug SMILES strings and cell line genomic features, predict the synergy score measuring deviation from expected non-interaction effect. (1) Drug 1: Cn1nnc2c(C(N)=O)ncn2c1=O. Drug 2: O=C(O)C1(Cc2cccc(Nc3nccs3)n2)CCC(Oc2cccc(Cl)c2F)CC1. Cell line: NCIH2122. Synergy scores: synergy=-9.13. (2) Drug 1: N.N.O=C(O)C1(C(=O)O)CCC1.[Pt]. Drug 2: NC1(c2ccc(-c3nc4ccn5c(=O)[nH]nc5c4cc3-c3ccccc3)cc2)CCC1. Cell line: SKMES1. Synergy scores: synergy=-0.217. (3) Drug 1: CCN(CC)CCNC(=O)c1c(C)[nH]c(C=C2C(=O)Nc3ccc(F)cc32)c1C. Drug 2: O=C(O)C1(Cc2cccc(Nc3nccs3)n2)CCC(Oc2cccc(Cl)c2F)CC1. Cell line: A2780. Synergy scores: synergy=0.617.